Dataset: Forward reaction prediction with 1.9M reactions from USPTO patents (1976-2016). Task: Predict the product of the given reaction. (1) Given the reactants [OH:1][C:2]1[CH:10]=[CH:9][C:8]([N+:11]([O-:13])=[O:12])=[CH:7][C:3]=1[C:4]([O-:6])=[O:5].[CH3:14][CH:15](O)[CH3:16].C1(N=C=NC2CCCCC2)CCCCC1, predict the reaction product. The product is: [OH:1][C:2]1[CH:10]=[CH:9][C:8]([N+:11]([O-:13])=[O:12])=[CH:7][C:3]=1[C:4]([O:6][CH:15]([CH3:16])[CH3:14])=[O:5]. (2) Given the reactants [OH:1][CH:2]1[CH:7]([C:8]2[CH:13]=[CH:12][C:11]([O:14][CH2:15][CH2:16][CH2:17][O:18][CH2:19][C:20]3[CH:25]=[CH:24][CH:23]=[CH:22][C:21]=3[O:26][CH3:27])=[CH:10][CH:9]=2)[CH2:6][CH2:5][N:4]([C:28]([O:30][C:31]([CH3:34])([CH3:33])[CH3:32])=[O:29])[CH2:3]1.Br[CH2:36][C:37]1[CH:42]=[CH:41][C:40]([O:43][CH2:44][CH3:45])=[C:39]([O:46][CH2:47][CH2:48][CH2:49][O:50][CH3:51])[CH:38]=1, predict the reaction product. The product is: [CH2:44]([O:43][C:40]1[CH:41]=[CH:42][C:37]([CH2:36][O:1][CH:2]2[CH:7]([C:8]3[CH:13]=[CH:12][C:11]([O:14][CH2:15][CH2:16][CH2:17][O:18][CH2:19][C:20]4[CH:25]=[CH:24][CH:23]=[CH:22][C:21]=4[O:26][CH3:27])=[CH:10][CH:9]=3)[CH2:6][CH2:5][N:4]([C:28]([O:30][C:31]([CH3:34])([CH3:33])[CH3:32])=[O:29])[CH2:3]2)=[CH:38][C:39]=1[O:46][CH2:47][CH2:48][CH2:49][O:50][CH3:51])[CH3:45].